From a dataset of Experimentally validated miRNA-target interactions with 360,000+ pairs, plus equal number of negative samples. Binary Classification. Given a miRNA mature sequence and a target amino acid sequence, predict their likelihood of interaction. The protein sequence of the target gene is MSKLSFRARALDAAKPLPIYRGKDMPDLNDCVSINRAVPQMPTGMEKEEESEHHLQRAISAQQVFREKKESMVIPVPEAESNVNYYNRLYKGEFKQPKQFIHIQPFNLDNEQPDYDMDSEDETLLNRLNRKMEIKPLQFEIMIDRLEKASSNQLVTLQEAKLLLNEDDYLIKAVYDYWVRKRKNCRGPSLIPQIKQEKRDGSTNNDPYVAFRRRTEKMQTRKNRKNDEASYEKMLKLRREFSRAITILEMIKRREKTKRELLHLTLEVVEKRYHLGDYGGEILNEVKISRSEKELYATPA.... Result: 0 (no interaction). The miRNA is mmu-miR-1964-3p with sequence CCGACUUCUGGGCUCCGGCUUU.